This data is from Peptide-MHC class II binding affinity with 134,281 pairs from IEDB. The task is: Regression. Given a peptide amino acid sequence and an MHC pseudo amino acid sequence, predict their binding affinity value. This is MHC class II binding data. (1) The peptide sequence is NSLLTSPLSINTRMT. The MHC is DRB3_0101 with pseudo-sequence DRB3_0101. The binding affinity (normalized) is 0. (2) The peptide sequence is ILSHVKFNFGDFYSE. The MHC is DRB1_0404 with pseudo-sequence DRB1_0404. The binding affinity (normalized) is 0.153.